This data is from Experimentally validated miRNA-target interactions with 360,000+ pairs, plus equal number of negative samples. The task is: Binary Classification. Given a miRNA mature sequence and a target amino acid sequence, predict their likelihood of interaction. The miRNA is mmu-miR-216b-5p with sequence AAAUCUCUGCAGGCAAAUGUGA. The protein sequence of the target gene is MFLVNSFLKGGGGGGGGGGLGGGLGNVLGGLISGAAGGGGGGGGGGMGLGGGGGGGGTAMRILGGVISAISEAAAQYNPEPPPPRSHYSNIEANESEEVRQFRKLFVQLAGDDMEVSATELMNILNKVVTRHPDLKTDGFGIDTCRSMVAVMDSDTTGKLGFEEFKYLWNNIKKWQAIYKRFDTDRSGTIGSHELPGAFEAAGFHLNEHLYSMIIRRYADESGNMDFDNFISCLVRLDAMFRAFKSLDKNGTGQIQVNIQEWLQLTMYS. Result: 0 (no interaction).